This data is from Forward reaction prediction with 1.9M reactions from USPTO patents (1976-2016). The task is: Predict the product of the given reaction. (1) The product is: [F:33][C:30]([F:31])([F:32])[C:27]1[N:25]2[N:26]=[C:21]([N:18]3[CH2:17][CH2:16][CH:15]([CH2:14][O:5][CH2:4][C:3]([O:7][CH3:8])=[O:6])[CH2:20][CH2:19]3)[CH:22]=[CH:23][C:24]2=[N:29][N:28]=1. Given the reactants [H-].[Na+].[C:3]([O:7][CH3:8])(=[O:6])[CH2:4][OH:5].CS(O[CH2:14][CH:15]1[CH2:20][CH2:19][N:18]([C:21]2[CH:22]=[CH:23][C:24]3[N:25]([C:27]([C:30]([F:33])([F:32])[F:31])=[N:28][N:29]=3)[N:26]=2)[CH2:17][CH2:16]1)(=O)=O, predict the reaction product. (2) Given the reactants [F:1][C:2]1[CH:24]=[CH:23][C:5]([O:6][C@@H:7]2[CH2:11][N:10]([C:12]([O:14][C:15]([CH3:18])([CH3:17])[CH3:16])=[O:13])[C@H:9]([C:19]([O:21]C)=[O:20])[CH2:8]2)=[CH:4][CH:3]=1.[OH-].[Na+], predict the reaction product. The product is: [C:15]([O:14][C:12]([N:10]1[CH2:11][CH:7]([O:6][C:5]2[CH:4]=[CH:3][C:2]([F:1])=[CH:24][CH:23]=2)[CH2:8][CH:9]1[C:19]([OH:21])=[O:20])=[O:13])([CH3:18])([CH3:16])[CH3:17]. (3) Given the reactants [Br:1][CH2:2][CH2:3][CH2:4][CH2:5][CH2:6][C:7]([OH:9])=[O:8].[C:10]([O:14][CH2:15][CH:16](O)[CH3:17])(=[O:13])[CH:11]=[CH2:12].C(Cl)CCl, predict the reaction product. The product is: [C:10]([O:14][CH2:15][CH:16]([O:8][C:7](=[O:9])[CH2:6][CH2:5][CH2:4][CH2:3][CH2:2][Br:1])[CH3:17])(=[O:13])[CH:11]=[CH2:12].